Dataset: Full USPTO retrosynthesis dataset with 1.9M reactions from patents (1976-2016). Task: Predict the reactants needed to synthesize the given product. (1) Given the product [F:13][C:14]1[CH:15]=[CH:16][C:17]([CH:20]([CH2:21][C:22]([O:24][CH3:25])=[O:23])[CH:2]([C:1]([O:8][CH3:9])=[O:7])[C:3]([O:5][CH3:6])=[O:4])=[CH:18][CH:19]=1, predict the reactants needed to synthesize it. The reactants are: [C:1]([O:8][CH3:9])(=[O:7])[CH2:2][C:3]([O:5][CH3:6])=[O:4].C[O-].[Na+].[F:13][C:14]1[CH:19]=[CH:18][C:17](/[CH:20]=[CH:21]/[C:22]([O:24][CH3:25])=[O:23])=[CH:16][CH:15]=1. (2) Given the product [Br:1][C:2]1[CH:7]=[C:6]([Br:8])[C:5]([N:22]2[C:21]3[CH:20]=[CH:19][CH:18]=[CH:17][C:16]=3[C:15]3[C:23]2=[CH:11][CH:12]=[CH:13][CH:14]=3)=[CH:4][C:3]=1[N:31]1[C:32]2[CH:17]=[CH:16][CH:15]=[CH:14][C:33]=2[C:34]2[C:35]1=[CH:23][CH:11]=[CH:12][CH:13]=2, predict the reactants needed to synthesize it. The reactants are: [Br:1][C:2]1[CH:7]=[C:6]([Br:8])[C:5](F)=[CH:4][C:3]=1F.[CH:11]1[C:23]2[NH:22][C:21]3[C:16](=[CH:17][CH:18]=[CH:19][CH:20]=3)[C:15]=2[CH:14]=[CH:13][CH:12]=1.C(=O)([O-])[O-].[K+].[K+].C[N:31]1[C:35](=O)[CH2:34][CH2:33][CH2:32]1. (3) Given the product [OH:1][CH:2]1[CH2:7][CH2:6][CH2:5][N:4]([C:20]([O:19][C:16]([CH3:18])([CH3:17])[CH3:15])=[O:21])[CH2:3]1, predict the reactants needed to synthesize it. The reactants are: [OH:1][CH:2]1[CH2:7][CH2:6][CH2:5][NH:4][CH2:3]1.C(N(CC)CC)C.[CH3:15][C:16]([O:19][C:20](O[C:20]([O:19][C:16]([CH3:18])([CH3:17])[CH3:15])=[O:21])=[O:21])([CH3:18])[CH3:17]. (4) Given the product [C@H:12]1([N:25]2[CH:32]=[C:31]([F:33])[C:29](=[O:30])[NH:28][C:26]2=[O:27])[O:13][C@@H:14]([CH2:15][OH:16])[C@@H:10]([OH:9])[CH2:11]1, predict the reactants needed to synthesize it. The reactants are: C([O:9][C@@H:10]1[C@H:14]([CH2:15][O:16]C(=O)C2C=CC=CC=2)[O:13][C@H:12]([N:25]2[CH:32]=[C:31]([F:33])[C:29](=[O:30])[NH:28][C:26]2=[O:27])[CH2:11]1)(=O)C1C=CC=CC=1. (5) Given the product [C:23]([S:22][C:21]1[C:20]2[C:15](=[CH:16][CH:17]=[C:18]([O:27][CH2:28][C:29]3[CH:34]=[CH:33][CH:32]=[CH:31][N:30]=3)[CH:19]=2)[NH:14][C:13]=1[CH:5]([CH2:6][C:7]1[CH:8]=[CH:9][CH:10]=[CH:11][CH:12]=1)[C:4]([OH:35])=[O:3])([CH3:26])([CH3:24])[CH3:25], predict the reactants needed to synthesize it. The reactants are: C([O:3][C:4](=[O:35])[CH:5]([C:13]1[NH:14][C:15]2[C:20]([C:21]=1[S:22][C:23]([CH3:26])([CH3:25])[CH3:24])=[CH:19][C:18]([O:27][CH2:28][C:29]1[CH:34]=[CH:33][CH:32]=[CH:31][N:30]=1)=[CH:17][CH:16]=2)[CH2:6][C:7]1[CH:12]=[CH:11][CH:10]=[CH:9][CH:8]=1)C.C1COCC1.O.[Li+].[OH-]. (6) Given the product [Cl:1][C:2]1[CH:10]=[CH:9][C:8]2[N:7]([CH2:27][CH2:26][C:23]3[CH:22]=[N:21][C:20]([C:19]([F:29])([F:18])[F:28])=[CH:25][CH:24]=3)[C:6]3[CH2:11][C:12]([CH3:17])([CH3:16])[N:13]([CH3:15])[CH2:14][C:5]=3[C:4]=2[CH:3]=1, predict the reactants needed to synthesize it. The reactants are: [Cl:1][C:2]1[CH:10]=[CH:9][C:8]2[NH:7][C:6]3[CH2:11][C:12]([CH3:17])([CH3:16])[N:13]([CH3:15])[CH2:14][C:5]=3[C:4]=2[CH:3]=1.[F:18][C:19]([F:29])([F:28])[C:20]1[CH:25]=[CH:24][C:23]([CH:26]=[CH2:27])=[CH:22][N:21]=1.[OH-].[K+].